Dataset: Catalyst prediction with 721,799 reactions and 888 catalyst types from USPTO. Task: Predict which catalyst facilitates the given reaction. (1) Reactant: [F:1][C:2]([F:12])([F:11])[C:3]1[CH:9]=[C:8]([Br:10])[CH:7]=[CH:6][C:4]=1[NH2:5].[C:13](OC(=O)C)(=[O:15])[CH3:14]. Product: [Br:10][C:8]1[CH:7]=[CH:6][C:4]([NH:5][C:13](=[O:15])[CH3:14])=[C:3]([C:2]([F:1])([F:11])[F:12])[CH:9]=1. The catalyst class is: 7. (2) Reactant: [CH3:1][NH:2][C:3]1[CH:8]=[CH:7][C:6]([N+:9]([O-:11])=[O:10])=[CH:5][CH:4]=1.Cl[C:13]([O:15][CH3:16])=[O:14]. Product: [CH3:1][N:2]([C:3]1[CH:4]=[CH:5][C:6]([N+:9]([O-:11])=[O:10])=[CH:7][CH:8]=1)[C:13](=[O:14])[O:15][CH3:16]. The catalyst class is: 5. (3) Reactant: Cl[C:2]1[N:7]=[C:6]([N:8]2[CH2:13][CH2:12][CH2:11][C@@H:10]([NH:14][C:15](=[O:21])[O:16][C:17]([CH3:20])([CH3:19])[CH3:18])[CH2:9]2)[CH:5]=[N:4][C:3]=1[C:22]#[N:23].[NH2:24][C:25]1[CH:30]=[CH:29][C:28]([C:31]([N:33]2[CH2:38][CH2:37][O:36][CH2:35][CH2:34]2)=[O:32])=[CH:27][CH:26]=1.C1C=CC(P(C2C(C3C(P(C4C=CC=CC=4)C4C=CC=CC=4)=CC=C4C=3C=CC=C4)=C3C(C=CC=C3)=CC=2)C2C=CC=CC=2)=CC=1.C([O-])([O-])=O.[Cs+].[Cs+]. Product: [C:22]([C:3]1[N:4]=[CH:5][C:6]([N:8]2[CH2:13][CH2:12][CH2:11][C@@H:10]([NH:14][C:15](=[O:21])[O:16][C:17]([CH3:20])([CH3:19])[CH3:18])[CH2:9]2)=[N:7][C:2]=1[NH:24][C:25]1[CH:26]=[CH:27][C:28]([C:31]([N:33]2[CH2:34][CH2:35][O:36][CH2:37][CH2:38]2)=[O:32])=[CH:29][CH:30]=1)#[N:23]. The catalyst class is: 231.